This data is from Full USPTO retrosynthesis dataset with 1.9M reactions from patents (1976-2016). The task is: Predict the reactants needed to synthesize the given product. (1) Given the product [Br:1][C:2]1[CH:10]=[CH:9][C:5]([C:6]([N:24]2[CH2:25][CH2:26][N:21]([C:18]3[CH:17]=[CH:16][C:15]([CH:12]4[CH2:14][CH2:13]4)=[CH:20][N:19]=3)[CH2:22][CH2:23]2)=[O:8])=[C:4]([F:11])[CH:3]=1, predict the reactants needed to synthesize it. The reactants are: [Br:1][C:2]1[CH:10]=[CH:9][C:5]([C:6]([OH:8])=O)=[C:4]([F:11])[CH:3]=1.[CH:12]1([C:15]2[CH:16]=[CH:17][C:18]([N:21]3[CH2:26][CH2:25][NH:24][CH2:23][CH2:22]3)=[N:19][CH:20]=2)[CH2:14][CH2:13]1. (2) Given the product [CH3:1][N:2]1[C:10]([CH2:11][C:12]([OH:14])=[O:13])=[C:9]2[C:4]([N:5]([CH3:19])[C:6](=[O:18])[N:7]([CH3:17])[C:8]2=[O:16])=[N:3]1, predict the reactants needed to synthesize it. The reactants are: [CH3:1][N:2]1[C:10]([CH2:11][C:12]([O:14]C)=[O:13])=[C:9]2[C:4]([N:5]([CH3:19])[C:6](=[O:18])[N:7]([CH3:17])[C:8]2=[O:16])=[N:3]1.OS(O)(=O)=O. (3) Given the product [C:22]([O:26][C:27](=[O:36])[NH:28][CH2:29][CH2:30][CH2:31][CH2:32][CH2:33][CH2:34][NH:35][CH2:2][C:3](=[O:4])[NH:5][C:6]1[CH:19]=[CH:18][C:17]2[NH:16][C:15](=[O:20])[C:14]3[C:9](=[CH:10][CH:11]=[CH:12][CH:13]=3)[C:8]=2[CH:7]=1)([CH3:25])([CH3:23])[CH3:24], predict the reactants needed to synthesize it. The reactants are: Cl[CH2:2][C:3]([NH:5][C:6]1[CH:19]=[CH:18][C:17]2[NH:16][C:15](=[O:20])[C:14]3[C:9](=[CH:10][CH:11]=[CH:12][CH:13]=3)[C:8]=2[CH:7]=1)=[O:4].Cl.[C:22]([O:26][C:27](=[O:36])[NH:28][CH2:29][CH2:30][CH2:31][CH2:32][CH2:33][CH2:34][NH2:35])([CH3:25])([CH3:24])[CH3:23].C(N(CC)CC)C. (4) Given the product [Cl:13][C:14]1[CH:26]=[N:25][C:17]2[NH:18][C:19]3[CH2:24][CH2:23][N:22]([S:9]([C:6]4[CH:7]=[CH:8][C:3]([O:2][CH3:1])=[CH:4][CH:5]=4)(=[O:11])=[O:10])[CH2:21][C:20]=3[C:16]=2[CH:15]=1, predict the reactants needed to synthesize it. The reactants are: [CH3:1][O:2][C:3]1[CH:8]=[CH:7][C:6]([S:9](Cl)(=[O:11])=[O:10])=[CH:5][CH:4]=1.[Cl:13][C:14]1[CH:26]=[N:25][C:17]2[NH:18][C:19]3[CH2:24][CH2:23][NH:22][CH2:21][C:20]=3[C:16]=2[CH:15]=1.O.